This data is from Full USPTO retrosynthesis dataset with 1.9M reactions from patents (1976-2016). The task is: Predict the reactants needed to synthesize the given product. (1) Given the product [CH3:1][S:2]([O:6][CH2:7][CH2:8][NH:9][C:10]([O:11][CH2:12][C:13]1[CH:14]=[CH:15][CH:16]=[CH:17][CH:18]=1)=[O:19])(=[O:4])=[O:3], predict the reactants needed to synthesize it. The reactants are: [CH3:1][S:2](Cl)(=[O:4])=[O:3].[OH:6][CH2:7][CH2:8][NH:9][C:10](=[O:19])[O:11][CH2:12][C:13]1[CH:18]=[CH:17][CH:16]=[CH:15][CH:14]=1.C(N(CC)CC)C.O. (2) Given the product [CH2:11]([N:9]1[CH2:10][C:4]2[C:5](=[N:6][CH:7]=[C:2]([B:17]([OH:18])[OH:16])[CH:3]=2)[C:8]1=[O:13])[CH3:12], predict the reactants needed to synthesize it. The reactants are: Br[C:2]1[CH:3]=[C:4]2[CH2:10][N:9]([CH2:11][CH3:12])[C:8](=[O:13])[C:5]2=[N:6][CH:7]=1.CC1(C)C(C)(C)[O:18][B:17](B2OC(C)(C)C(C)(C)O2)[O:16]1.C([O-])(=O)C.[K+].ClCCl. (3) Given the product [C:14]([C:13]1[CH:12]=[C:11]([C:8]2[CH:9]=[C:10]3[C:5](=[CH:6][CH:7]=2)[CH2:4][C:3]2([CH2:26][C:21]4[CH:22]=[N:23][N:24]=[CH:25][C:20]=4[CH2:19]2)[C:2]3=[N:33][C:32]#[N:31])[CH:18]=[CH:17][CH:16]=1)#[N:15], predict the reactants needed to synthesize it. The reactants are: O=[C:2]1[C:10]2[C:5](=[CH:6][CH:7]=[C:8]([C:11]3[CH:12]=[C:13]([CH:16]=[CH:17][CH:18]=3)[C:14]#[N:15])[CH:9]=2)[CH2:4][C:3]21[CH2:26][C:21]1[CH:22]=[N:23][N:24]=[CH:25][C:20]=1[CH2:19]2.C[Si]([N:31]=[C:32]=[N:33][Si](C)(C)C)(C)C. (4) Given the product [Cl:23][C:20]1[CH:19]=[CH:18][C:17]([C:14]2[CH:15]=[CH:16][C:11]([CH:9]([OH:10])[CH2:8][CH2:7][CH2:6][CH2:5][SH:4])=[CH:12][CH:13]=2)=[CH:22][CH:21]=1, predict the reactants needed to synthesize it. The reactants are: C([S:4][CH2:5][CH2:6][CH2:7][CH2:8][CH:9]([C:11]1[CH:16]=[CH:15][C:14]([C:17]2[CH:22]=[CH:21][C:20]([Cl:23])=[CH:19][CH:18]=2)=[CH:13][CH:12]=1)[OH:10])(=O)C.[OH-].[Na+].Cl. (5) The reactants are: [C:1]([C:4]1[C:9]([C:10]2[CH:15]=[CH:14][CH:13]=[CH:12][CH:11]=2)=[N:8][N:7]([CH2:16][CH3:17])[C:6](=[O:18])[C:5]=1[N+:19]([O-])=O)(=[O:3])[CH3:2].N[C:23]1[O:27][N:26]=[C:25]([CH3:28])[CH:24]=1. Given the product [C:1]([C:4]1[C:9]([C:10]2[CH:11]=[CH:12][CH:13]=[CH:14][CH:15]=2)=[N:8][N:7]([CH2:16][CH3:17])[C:6](=[O:18])[C:5]=1[NH:19][C:23]1[O:27][N:26]=[C:25]([CH3:28])[CH:24]=1)(=[O:3])[CH3:2], predict the reactants needed to synthesize it. (6) Given the product [CH2:23]([NH:30][C:7]1[CH:8]=[C:9]2[C:4](=[CH:5][CH:6]=1)[N:3]=[C:2]([NH:18][CH2:17][C:16]1[CH:19]=[CH:20][CH:21]=[CH:22][C:15]=1[O:14][CH3:13])[CH:11]=[CH:10]2)[C:24]1[CH:29]=[CH:28][CH:27]=[CH:26][CH:25]=1, predict the reactants needed to synthesize it. The reactants are: Cl[C:2]1[CH:11]=[CH:10][C:9]2[C:4](=[CH:5][CH:6]=[C:7](Cl)[CH:8]=2)[N:3]=1.[CH3:13][O:14][C:15]1[CH:22]=[CH:21][CH:20]=[CH:19][C:16]=1[CH2:17][NH2:18].[CH2:23]([NH2:30])[C:24]1[CH:29]=[CH:28][CH:27]=[CH:26][CH:25]=1.